Dataset: Reaction yield outcomes from USPTO patents with 853,638 reactions. Task: Predict the reaction yield, written as a fraction of the theoretical maximum amount of product (1.0 means a 100% yield; for example, 0.34 means a 34% yield). (1) The reactants are [CH3:1][C:2]1[C:3]([C:11]2[S:15][C:14]([C:16]([OH:18])=O)=[CH:13][CH:12]=2)=[N:4][O:5][C:6]=1[C:7]([F:10])([F:9])[F:8].[CH3:19][O:20][CH:21]1[CH2:26][CH2:25][NH:24][CH2:23][CH2:22]1. No catalyst specified. The product is [CH3:19][O:20][CH:21]1[CH2:26][CH2:25][N:24]([C:16]([C:14]2[S:15][C:11]([C:3]3[C:2]([CH3:1])=[C:6]([C:7]([F:8])([F:9])[F:10])[O:5][N:4]=3)=[CH:12][CH:13]=2)=[O:18])[CH2:23][CH2:22]1. The yield is 0.810. (2) The reactants are Cl[C:2]1[C:3]2[CH:10]=[CH:9][N:8]([C@@H:11]3[O:33][C@H:32]([CH2:34][O:35][C:36](=[O:43])[C:37]4[CH:42]=[CH:41][CH:40]=[CH:39][CH:38]=4)[C@@H:22]([O:23][C:24](=[O:31])[C:25]4[CH:30]=[CH:29][CH:28]=[CH:27][CH:26]=4)[C@H:12]3[O:13][C:14](=[O:21])[C:15]3[CH:20]=[CH:19][CH:18]=[CH:17][CH:16]=3)[C:4]=2[N:5]=[CH:6][N:7]=1.[CH3:44][Al](C)C.[NH4+].[Cl-].C. The catalyst is C1COCC1.C1C=CC([P]([Pd]([P](C2C=CC=CC=2)(C2C=CC=CC=2)C2C=CC=CC=2)([P](C2C=CC=CC=2)(C2C=CC=CC=2)C2C=CC=CC=2)[P](C2C=CC=CC=2)(C2C=CC=CC=2)C2C=CC=CC=2)(C2C=CC=CC=2)C2C=CC=CC=2)=CC=1. The product is [CH3:44][C:2]1[C:3]2[CH:10]=[CH:9][N:8]([C@@H:11]3[O:33][C@H:32]([CH2:34][O:35][C:36](=[O:43])[C:37]4[CH:38]=[CH:39][CH:40]=[CH:41][CH:42]=4)[C@@H:22]([O:23][C:24](=[O:31])[C:25]4[CH:30]=[CH:29][CH:28]=[CH:27][CH:26]=4)[C@H:12]3[O:13][C:14](=[O:21])[C:15]3[CH:16]=[CH:17][CH:18]=[CH:19][CH:20]=3)[C:4]=2[N:5]=[CH:6][N:7]=1. The yield is 0.920. (3) The reactants are C([NH:5][S:6]([C:9]1[S:10][C:11]([C:14]2[CH:19]=[C:18]([C:20]3[N:25]=[C:24]([C:26]4[CH:31]=[CH:30][C:29]([Cl:32])=[CH:28][CH:27]=4)[CH:23]=[C:22]([CH3:33])[N:21]=3)[CH:17]=[CH:16][N:15]=2)=[CH:12][CH:13]=1)(=[O:8])=[O:7])(C)(C)C.C(O)(C(F)(F)F)=O. The catalyst is ClCCl. The product is [Cl:32][C:29]1[CH:28]=[CH:27][C:26]([C:24]2[CH:23]=[C:22]([CH3:33])[N:21]=[C:20]([C:18]3[CH:17]=[CH:16][N:15]=[C:14]([C:11]4[S:10][C:9]([S:6]([NH2:5])(=[O:7])=[O:8])=[CH:13][CH:12]=4)[CH:19]=3)[N:25]=2)=[CH:31][CH:30]=1. The yield is 0.120. (4) The reactants are [Br:1][C:2]1[CH:3]=[CH:4][C:5]([O:16][CH2:17][CH2:18][CH2:19][CH2:20][CH2:21][CH3:22])=[C:6]([C:8]2[CH:13]=[C:12](Cl)[N:11]=[C:10]([NH2:15])[N:9]=2)[CH:7]=1.[Cl:23][C:24]1[CH:29]=[CH:28][C:27]([NH2:30])=[CH:26][CH:25]=1. The yield is 0.800. The product is [Br:1][C:2]1[CH:3]=[CH:4][C:5]([O:16][CH2:17][CH2:18][CH2:19][CH2:20][CH2:21][CH3:22])=[C:6]([C:8]2[N:9]=[C:10]([NH2:15])[N:11]=[C:12]([NH:30][C:27]3[CH:28]=[CH:29][C:24]([Cl:23])=[CH:25][CH:26]=3)[CH:13]=2)[CH:7]=1. No catalyst specified. (5) The reactants are [C:1]1([CH3:7])[CH:6]=[CH:5][CH:4]=[CH:3][CH:2]=1.C(O[O:13][C:14]([CH3:17])(C)C)(C)(C)C.[C]=O.[CH2:20]([OH:22])C. No catalyst specified. The product is [C:1]1([CH2:7][C:20]([O:13][CH2:14][CH3:17])=[O:22])[CH:6]=[CH:5][CH:4]=[CH:3][CH:2]=1. The yield is 0.670. (6) The reactants are [N+:1]([C:4]1[CH:9]=[CH:8][C:7]([C:10]2[CH2:11][CH2:12][S:13](=[O:17])(=[O:16])[CH2:14][CH:15]=2)=[CH:6][CH:5]=1)([O-])=O. The catalyst is CO.[Pd]. The product is [O:16]=[S:13]1(=[O:17])[CH2:14][CH2:15][CH:10]([C:7]2[CH:8]=[CH:9][C:4]([NH2:1])=[CH:5][CH:6]=2)[CH2:11][CH2:12]1. The yield is 0.700. (7) The reactants are C(NC(C)C)(C)C.C([Li])CCC.[F:13][C:14]1[CH:15]=[C:16]([CH:26]=[C:27]([C:29]([F:32])([F:31])[F:30])[CH:28]=1)[C:17]([N:19]([CH:23]([CH3:25])[CH3:24])[CH:20]([CH3:22])[CH3:21])=[O:18].CN([CH:36]=[O:37])C. The catalyst is CCCCCC.C(OCC)C. The product is [F:13][C:14]1[C:15]([CH:36]=[O:37])=[C:16]([CH:26]=[C:27]([C:29]([F:30])([F:31])[F:32])[CH:28]=1)[C:17]([N:19]([CH:23]([CH3:25])[CH3:24])[CH:20]([CH3:21])[CH3:22])=[O:18]. The yield is 0.900. (8) The reactants are [NH2:1][C:2]1[CH:16]=[CH:15][CH:14]=[CH:13][C:3]=1[C:4]([NH:6][C:7]1[CH:12]=[CH:11][CH:10]=[CH:9][N:8]=1)=[O:5].[CH2:17](OC(OCC)(OCC)C)[CH3:18]. The catalyst is O. The product is [CH3:17][C:18]1[N:6]([C:7]2[CH:12]=[CH:11][CH:10]=[CH:9][N:8]=2)[C:4](=[O:5])[C:3]2[C:2](=[CH:16][CH:15]=[CH:14][CH:13]=2)[N:1]=1. The yield is 0.750.